From a dataset of Forward reaction prediction with 1.9M reactions from USPTO patents (1976-2016). Predict the product of the given reaction. (1) Given the reactants [CH3:1][C:2]1([CH3:15])[C:11]2[C:6](=[CH:7][C:8]([CH3:12])=[CH:9][CH:10]=2)[C:5]([CH3:14])([CH3:13])[CH2:4][CH2:3]1.[Br:16][C:17]1[CH:25]=[CH:24][C:20]([C:21](Cl)=[O:22])=[CH:19][CH:18]=1.[Al+3].[Cl-].[Cl-].[Cl-], predict the reaction product. The product is: [Br:16][C:17]1[CH:25]=[CH:24][C:20]([C:21]([C:9]2[C:8]([CH3:12])=[CH:7][C:6]3[C:5]([CH3:14])([CH3:13])[CH2:4][CH2:3][C:2]([CH3:15])([CH3:1])[C:11]=3[CH:10]=2)=[O:22])=[CH:19][CH:18]=1. (2) Given the reactants Cl[C:2]1[C:7]([NH2:8])=[C:6]([Cl:9])[N:5]=[C:4]([NH2:10])[N:3]=1.[NH2:11][CH2:12][C:13]1[C:18]([CH3:19])=[C:17]([I:20])[C:16]([CH3:21])=[CH:15][N:14]=1, predict the reaction product. The product is: [Cl:9][C:6]1[N:5]=[C:4]([NH2:10])[N:3]=[C:2]([NH:11][CH2:12][C:13]2[C:18]([CH3:19])=[C:17]([I:20])[C:16]([CH3:21])=[CH:15][N:14]=2)[C:7]=1[NH2:8]. (3) Given the reactants [NH2:1][C@H:2]1[CH2:7][CH2:6][CH2:5][N:4]([C:8]2[CH:17]=[CH:16][C:15]3[C:14]([C:18]([NH:20][CH2:21][C:22]45[CH2:31][CH:26]6[CH2:27][CH:28]([CH2:30][CH:24]([CH2:25]6)[CH2:23]4)[CH2:29]5)=[O:19])=[C:13]([Cl:32])[CH:12]=[CH:11][C:10]=3[N:9]=2)[CH2:3]1, predict the reaction product. The product is: [Cl:32][C:13]1[CH:12]=[CH:11][C:10]2[N:9]=[C:8]([N:4]3[CH2:5][CH2:6][CH2:7][C@H:2]([NH:1][CH2:6][CH2:7][C:2]#[N:1])[CH2:3]3)[CH:17]=[CH:16][C:15]=2[C:14]=1[C:18]([NH:20][CH2:21][C:22]12[CH2:31][CH:26]3[CH2:27][CH:28]([CH2:30][CH:24]([CH2:25]3)[CH2:23]1)[CH2:29]2)=[O:19]. (4) Given the reactants CC1CC[C@@]([C@]2(C)C(CO)=CC(=O)C2)(C)[C@@H](O)C=1.CC(C1[C@H]2[C@@H]3CO[C@H]([C@@H]2O)[C@]2(C(=O)N(OC)C4C=C(OC)C=CC2=4)C[C@@H]3N=1)=O.[CH3:47][CH2:48][C@@H:49]([C@@H:51]1[NH:91][C:89](=[O:90])[C@H:88]2[N:84]([CH2:85][CH2:86][CH2:87]2)[C:82](=[O:83])[C@H:81]([CH:92]([CH3:94])[CH3:93])[NH:80][C:78](=[O:79])[C@H:77]([CH2:95][C:96]2[CH:101]=[CH:100][C:99]([OH:102])=[CH:98][CH:97]=2)[NH:76][C:74](=[O:75])[C@H:73]2[N:69]([CH2:70][CH2:71][CH2:72]2)[C:67](=[O:68])[C@H:66]2[N:62]([CH2:63][CH2:64][CH2:65]2)[C:60](=[O:61])[C@H:59]([C@H:103]([CH2:105][CH3:106])[CH3:104])[NH:58][C:56](=[O:57])[C@H:55]([C@H:107]([CH2:109][CH3:110])[CH3:108])[NH:54][C:52]1=[O:53])[CH3:50], predict the reaction product. The product is: [CH3:47][CH2:48][C@@H:49]([C@@H:51]1[NH:91][C:89](=[O:90])[C@H:88]2[N:84]([CH2:85][CH2:86][CH2:87]2)[C:82](=[O:83])[C@H:81]([CH:92]([CH3:94])[CH3:93])[NH:80][C:78](=[O:79])[C@H:77]([CH2:95][C:96]2[CH:97]=[CH:98][C:99]([OH:102])=[CH:100][CH:101]=2)[NH:76][C:74](=[O:75])[C@H:73]2[N:69]([CH2:70][CH2:71][CH2:72]2)[C:67](=[O:68])[C@H:66]2[N:62]([CH2:63][CH2:64][CH2:65]2)[C:60](=[O:61])[C@H:59]([C@H:103]([CH2:105][CH3:106])[CH3:104])[NH:58][C:56](=[O:57])[C@H:55]([C@H:107]([CH2:109][CH3:110])[CH3:108])[NH:54][C:52]1=[O:53])[CH3:50]. (5) Given the reactants Cl[C:2]1[C:7]([F:8])=[C:6]([C:9]2[CH:10]=[C:11]([CH:13]=[CH:14][C:15]=2[CH3:16])[NH2:12])[CH:5]=[C:4]([N:17]2[CH2:22][CH2:21][O:20][CH2:19][CH2:18]2)[N:3]=1.[NH2:23][CH2:24][CH2:25][OH:26].CCN(C(C)C)C(C)C, predict the reaction product. The product is: [NH2:12][C:11]1[CH:13]=[CH:14][C:15]([CH3:16])=[C:9]([C:6]2[CH:5]=[C:4]([N:17]3[CH2:22][CH2:21][O:20][CH2:19][CH2:18]3)[N:3]=[C:2]([NH:23][CH2:24][CH2:25][OH:26])[C:7]=2[F:8])[CH:10]=1. (6) Given the reactants [H-].[Na+].[NH:3]1[CH:7]=[C:6]([C:8]([O:10][CH2:11][CH3:12])=[O:9])[CH:5]=[N:4]1.[CH2:13](Br)[C:14]1[CH:19]=[CH:18][CH:17]=[CH:16][CH:15]=1, predict the reaction product. The product is: [CH2:13]([N:3]1[CH:7]=[C:6]([C:8]([O:10][CH2:11][CH3:12])=[O:9])[CH:5]=[N:4]1)[C:14]1[CH:19]=[CH:18][CH:17]=[CH:16][CH:15]=1. (7) Given the reactants [CH:1]([N:14]1[C:22]2[C:17](=[CH:18][C:19]([Cl:23])=[CH:20][CH:21]=2)[C:16]([CH2:24][CH2:25][S:26]([C:29]2[CH:38]=[CH:37][C:32]([C:33]([O:35]C)=[O:34])=[CH:31][CH:30]=2)(=[O:28])=[O:27])=[C:15]1[CH2:39][CH2:40][NH:41][S:42]([CH2:45][C:46]1[CH:51]=[CH:50][C:49]([Cl:52])=[C:48]([Cl:53])[CH:47]=1)(=[O:44])=[O:43])([C:8]1[CH:13]=[CH:12][CH:11]=[CH:10][CH:9]=1)[C:2]1[CH:7]=[CH:6][CH:5]=[CH:4][CH:3]=1.C1COCC1.[OH-].[Na+], predict the reaction product. The product is: [CH:1]([N:14]1[C:22]2[C:17](=[CH:18][C:19]([Cl:23])=[CH:20][CH:21]=2)[C:16]([CH2:24][CH2:25][S:26]([C:29]2[CH:38]=[CH:37][C:32]([C:33]([OH:35])=[O:34])=[CH:31][CH:30]=2)(=[O:28])=[O:27])=[C:15]1[CH2:39][CH2:40][NH:41][S:42]([CH2:45][C:46]1[CH:51]=[CH:50][C:49]([Cl:52])=[C:48]([Cl:53])[CH:47]=1)(=[O:43])=[O:44])([C:2]1[CH:3]=[CH:4][CH:5]=[CH:6][CH:7]=1)[C:8]1[CH:13]=[CH:12][CH:11]=[CH:10][CH:9]=1. (8) Given the reactants [CH3:1][O:2][C:3]1[CH:4]=[C:5]2[O:9][C:8]([C:10]3[N:11]=[C:12]4[N:16]([CH:17]=3)[N:15]=[C:14]([O:18][CH3:19])[S:13]4)=[CH:7][C:6]2=[C:20]([OH:22])[CH:21]=1.O[CH2:24][C:25]1[N:26]=[C:27]([CH:30]2[CH2:35][CH2:34][N:33]([C:36]([O:38][C:39]([CH3:42])([CH3:41])[CH3:40])=[O:37])[CH2:32][CH2:31]2)[S:28][CH:29]=1.C(P(CCCC)CCCC)CCC.C1CCN(C(N=NC(N2CCCCC2)=O)=O)CC1, predict the reaction product. The product is: [CH3:1][O:2][C:3]1[CH:21]=[C:20]([O:22][CH2:24][C:25]2[N:26]=[C:27]([CH:30]3[CH2:31][CH2:32][N:33]([C:36]([O:38][C:39]([CH3:42])([CH3:41])[CH3:40])=[O:37])[CH2:34][CH2:35]3)[S:28][CH:29]=2)[C:6]2[CH:7]=[C:8]([C:10]3[N:11]=[C:12]4[N:16]([CH:17]=3)[N:15]=[C:14]([O:18][CH3:19])[S:13]4)[O:9][C:5]=2[CH:4]=1.